Dataset: Peptide-MHC class I binding affinity with 185,985 pairs from IEDB/IMGT. Task: Regression. Given a peptide amino acid sequence and an MHC pseudo amino acid sequence, predict their binding affinity value. This is MHC class I binding data. (1) The peptide sequence is EREQTLNQL. The MHC is Mamu-B08 with pseudo-sequence Mamu-B08. The binding affinity (normalized) is 0.310. (2) The peptide sequence is GPSHKARVL. The MHC is HLA-A02:01 with pseudo-sequence HLA-A02:01. The binding affinity (normalized) is 0. (3) The peptide sequence is FGMSRILL. The MHC is H-2-Dd with pseudo-sequence H-2-Dd. The binding affinity (normalized) is 0.0589. (4) The peptide sequence is FIISTLNKIL. The MHC is HLA-A02:02 with pseudo-sequence HLA-A02:02. The binding affinity (normalized) is 0.211. (5) The binding affinity (normalized) is 0.368. The MHC is HLA-A33:01 with pseudo-sequence HLA-A33:01. The peptide sequence is YLRNYMVIK. (6) The peptide sequence is GFWKALTF. The MHC is Mamu-B3901 with pseudo-sequence Mamu-B3901. The binding affinity (normalized) is 0.952. (7) The peptide sequence is ALMRWRHPR. The MHC is HLA-A24:03 with pseudo-sequence HLA-A24:03. The binding affinity (normalized) is 0.0847.